Dataset: Reaction yield outcomes from USPTO patents with 853,638 reactions. Task: Predict the reaction yield, written as a fraction of the theoretical maximum amount of product (1.0 means a 100% yield; for example, 0.34 means a 34% yield). (1) The reactants are [CH3:1][C:2]([C:4]1[C:9]([Cl:10])=[C:8]([F:11])[CH:7]=[CH:6][C:5]=1[Cl:12])=[O:3].[H-].[Al+3].[Li+].[H-].[H-].[H-].[OH-].[Na+].[O-]S([O-])(=O)=O.[Mg+2]. The catalyst is C1COCC1.O. The product is [Cl:10][C:9]1[C:8]([F:11])=[CH:7][CH:6]=[C:5]([Cl:12])[C:4]=1[CH:2]([OH:3])[CH3:1]. The yield is 0.950. (2) The reactants are [C:1]([O:5][C:6]([N:8]([CH2:42][C:43]([O:45][C:46]([CH3:49])([CH3:48])[CH3:47])=[O:44])[C:9]1[CH:14]=[CH:13][CH:12]=[C:11]([CH:15]([S:33]([C:36]2[CH:41]=[CH:40][CH:39]=[CH:38][N:37]=2)(=[O:35])=[O:34])[NH:16][CH2:17][C:18]2[CH:23]=[CH:22][C:21](B3OC(C)(C)C(C)(C)O3)=[CH:20][CH:19]=2)[N:10]=1)=[O:7])([CH3:4])([CH3:3])[CH3:2].Br[C:51]1[S:52][CH:53]=[C:54]([C:56]([F:59])([F:58])[F:57])[N:55]=1. No catalyst specified. The product is [C:1]([O:5][C:6]([N:8]([CH2:42][C:43]([O:45][C:46]([CH3:49])([CH3:48])[CH3:47])=[O:44])[C:9]1[CH:14]=[CH:13][CH:12]=[C:11]([CH:15]([S:33]([C:36]2[CH:41]=[CH:40][CH:39]=[CH:38][N:37]=2)(=[O:35])=[O:34])[NH:16][CH2:17][C:18]2[CH:23]=[CH:22][C:21]([C:51]3[S:52][CH:53]=[C:54]([C:56]([F:59])([F:58])[F:57])[N:55]=3)=[CH:20][CH:19]=2)[N:10]=1)=[O:7])([CH3:4])([CH3:3])[CH3:2]. The yield is 0.900. (3) The reactants are [Br:1][C:2]1[CH:3]=[C:4]([N:12]([CH2:19][CH:20]([F:22])[F:21])[CH:13]2[CH2:18][CH2:17][O:16][CH2:15][CH2:14]2)[C:5]([CH3:11])=[C:6]([CH:10]=1)[C:7]([OH:9])=O.CN(C(ON1N=NC2C=CC=NC1=2)=[N+](C)C)C.F[P-](F)(F)(F)(F)F.CCN(C(C)C)C(C)C.[NH2:56][CH2:57][C:58]1[C:59](=[O:66])[NH:60][C:61]([CH3:65])=[CH:62][C:63]=1[CH3:64]. The catalyst is CN(C=O)C.O.C(Cl)Cl. The product is [Br:1][C:2]1[CH:3]=[C:4]([N:12]([CH2:19][CH:20]([F:21])[F:22])[CH:13]2[CH2:18][CH2:17][O:16][CH2:15][CH2:14]2)[C:5]([CH3:11])=[C:6]([CH:10]=1)[C:7]([NH:56][CH2:57][C:58]1[C:59](=[O:66])[NH:60][C:61]([CH3:65])=[CH:62][C:63]=1[CH3:64])=[O:9]. The yield is 0.770.